From a dataset of M1 muscarinic receptor antagonist screen with 61,756 compounds. Binary Classification. Given a drug SMILES string, predict its activity (active/inactive) in a high-throughput screening assay against a specified biological target. The molecule is O(C(=O)c1c2[nH]cc(CN(CC)CC)c2ccc1)C. The result is 0 (inactive).